The task is: Predict which catalyst facilitates the given reaction.. This data is from Catalyst prediction with 721,799 reactions and 888 catalyst types from USPTO. Reactant: C([N:4]1[C:12]2[C:7](=[CH:8][CH:9]=[CH:10][CH:11]=2)[C:6](=[C:13](Cl)[C:14]2[CH:19]=[CH:18][CH:17]=[CH:16][CH:15]=2)[C:5]1=[O:21])(=O)C.Cl.[CH3:23][O:24][CH2:25][C:26]1[CH:27]=[C:28]([CH:30]=[CH:31][CH:32]=1)[NH2:29].[OH-].[Na+]. Product: [CH3:23][O:24][CH2:25][C:26]1[CH:27]=[C:28]([NH:29]/[C:13](=[C:6]2\[C:5](=[O:21])[NH:4][C:12]3[C:7]\2=[CH:8][CH:9]=[CH:10][CH:11]=3)/[C:14]2[CH:15]=[CH:16][CH:17]=[CH:18][CH:19]=2)[CH:30]=[CH:31][CH:32]=1. The catalyst class is: 36.